Dataset: Serine/threonine kinase 33 screen with 319,792 compounds. Task: Binary Classification. Given a drug SMILES string, predict its activity (active/inactive) in a high-throughput screening assay against a specified biological target. The compound is S(c1[nH]c2nc(cc(c2c(=O)n1)C(F)(F)F)c1sccc1)CC(=O)NCc1occc1. The result is 0 (inactive).